From a dataset of Forward reaction prediction with 1.9M reactions from USPTO patents (1976-2016). Predict the product of the given reaction. (1) Given the reactants [CH3:1][N:2]1[C:7]([CH3:8])=[CH:6][C:5](=[O:9])[NH:4][C:3]1=[O:10].[N+:11]([O-])([O-:13])=[O:12].[K+], predict the reaction product. The product is: [CH3:1][N:2]1[C:7]([CH3:8])=[C:6]([N+:11]([O-:13])=[O:12])[C:5](=[O:9])[NH:4][C:3]1=[O:10]. (2) Given the reactants [NH2:1][C:2]1[CH:3]=[C:4]([C:8]2[C:13]([O:14][CH3:15])=[C:12]([CH:16]=[O:17])[CH:11]=[C:10]([S:18]([NH2:21])(=[O:20])=[O:19])[CH:9]=2)[CH:5]=[CH:6][CH:7]=1.[NH:22]1[CH2:27][CH2:26][CH2:25][CH:24]([CH2:28][CH2:29][C:30](Cl)=[O:31])[CH2:23]1, predict the reaction product. The product is: [NH2:1][C:2]1[CH:3]=[C:4]([C:8]2[C:13]([O:14][CH3:15])=[C:12]([CH:16]=[O:17])[CH:11]=[C:10]([S:18]([NH:21][C:30](=[O:31])[CH2:29][CH2:28][CH:24]3[CH2:25][CH2:26][CH2:27][NH:22][CH2:23]3)(=[O:19])=[O:20])[CH:9]=2)[CH:5]=[CH:6][CH:7]=1. (3) The product is: [Cl:16][C:8]1[CH:7]=[C:6]([C:3]2[C:2]([C:17]([F:18])([F:19])[F:20])=[N:28][N:27]([C:22]3[N:23]=[CH:24][CH:25]=[CH:26][N:21]=3)[C:4]=2[NH2:5])[CH:11]=[C:10]([C:12]([F:14])([F:15])[F:13])[CH:9]=1. Given the reactants Cl[C:2]([C:17]([F:20])([F:19])[F:18])=[C:3]([C:6]1[CH:11]=[C:10]([C:12]([F:15])([F:14])[F:13])[CH:9]=[C:8]([Cl:16])[CH:7]=1)[C:4]#[N:5].[N:21]1[CH:26]=[CH:25][CH:24]=[N:23][C:22]=1[NH:27][NH2:28].C(N(CC)CC)C.O, predict the reaction product.